Dataset: Reaction yield outcomes from USPTO patents with 853,638 reactions. Task: Predict the reaction yield, written as a fraction of the theoretical maximum amount of product (1.0 means a 100% yield; for example, 0.34 means a 34% yield). (1) The reactants are [CH3:1][C:2]1[CH:3]=[C:4]([CH:30]=[C:31]([CH3:33])[CH:32]=1)[CH2:5][N:6]([C:13]1[CH:18]=[CH:17][C:16]([C:19]2[CH:24]=[CH:23][C:22]([O:25][C:26]([F:29])([F:28])[F:27])=[CH:21][CH:20]=2)=[CH:15][CH:14]=1)[C:7](=[O:12])[C:8]([O:10]C)=[O:9].[OH-].[Na+:35]. The catalyst is O. The product is [Na+:35].[CH3:33][C:31]1[CH:30]=[C:4]([CH:3]=[C:2]([CH3:1])[CH:32]=1)[CH2:5][N:6]([C:13]1[CH:18]=[CH:17][C:16]([C:19]2[CH:24]=[CH:23][C:22]([O:25][C:26]([F:27])([F:28])[F:29])=[CH:21][CH:20]=2)=[CH:15][CH:14]=1)[C:7](=[O:12])[C:8]([O-:10])=[O:9]. The yield is 0.660. (2) The reactants are [C:1]1(/[CH:7]=[CH:8]/[CH2:9][CH2:10][CH2:11][C:12]#[C:13][C:14]([O:16][CH3:17])=[O:15])[CH:6]=[CH:5][CH:4]=[CH:3][CH:2]=1. The catalyst is ClC1C=CC=CC=1Cl. The product is [CH2:9]1[C:8]2=[CH:7][C:1]3[C:6]([C:13]([C:14]([O:16][CH3:17])=[O:15])=[C:12]2[CH2:11][CH2:10]1)=[CH:5][CH:4]=[CH:3][CH:2]=3. The yield is 0.970. (3) The reactants are CC(OI1(OC(C)=O)(OC(C)=O)OC(=O)C2C=CC=CC1=2)=O.[CH3:23][O:24][C:25](=[O:45])[C:26]1[CH:31]=[C:30]([CH:32]([OH:36])[CH2:33][CH2:34][CH3:35])[C:29]([C:37]([F:40])([F:39])[F:38])=[CH:28][C:27]=1[NH:41][C:42](=[O:44])[CH3:43].O.[O-]S([O-])=O.[Na+].[Na+]. The catalyst is C(Cl)Cl.CCOC(C)=O. The product is [CH3:23][O:24][C:25](=[O:45])[C:26]1[CH:31]=[C:30]([C:32](=[O:36])[CH2:33][CH2:34][CH3:35])[C:29]([C:37]([F:38])([F:40])[F:39])=[CH:28][C:27]=1[NH:41][C:42](=[O:44])[CH3:43]. The yield is 0.970.